Dataset: Experimentally validated miRNA-target interactions with 360,000+ pairs, plus equal number of negative samples. Task: Binary Classification. Given a miRNA mature sequence and a target amino acid sequence, predict their likelihood of interaction. (1) The miRNA is hsa-miR-153-3p with sequence UUGCAUAGUCACAAAAGUGAUC. The protein sequence of the target gene is MAALLRSARWLLRAGAAPRLPLSLRLLPGGPGRLHAASYLPAARAGPVAGGLLSPARLYAIAAKEKDIQEESTFSSRKISNQFDWALMRLDLSVRRTGRIPKKLLQKVFNDTCRSGGLGGSHALLLLRSCGSLLPELKLEERTEFAHRIWDTLQKLGAVYDVSHYNALLKVYLQNEYKFSPTDFLAKMEEANIQPNRVTYQRLIASYCNVGDIEGASKILGFMKTKDLPVTEAVFSALVTGHARAGDMENAENILTVMRDAGIEPGPDTYLALLNAYAEKGDIDHVKQTLEKVEKSELHL.... Result: 0 (no interaction). (2) The miRNA is hsa-miR-1225-5p with sequence GUGGGUACGGCCCAGUGGGGGG. The protein sequence of the target gene is MGCFCAVPEEFYCEVLLLDESKLTLTTQQQGIKKSTKGSVVLDHVFRHINLVEIDYFGLRYCDRSHQTYWLDPAKTLAEHKELINTGPPYTLYFGIKFYAEDPCKLKEEITRYQFFLQVKQDALQGRLPCPVNIAAQMGAYAIQAELGDHDPYKHTAGYVSEYRFVPDQKEELEEAIERIHKTLMGQAPSEAELNYLRTAKSLEMYGVDLHPVYGENKSEYFLGLTPSGVVVYKNKKQVGKYFWPRITKVHFKETQFELRVLGKDCNETSFFFEARSKTACKHLWKCSVEHHTFFRMPDT.... Result: 0 (no interaction). (3) Result: 0 (no interaction). The protein sequence of the target gene is MDMLDPGLDPASSATAAAAASHDKGPEAEEGVELQEGGDGPGAEEQTAVAIASVQQAAFGDHNIQYQFRTESNGGQVTYRVVQVTDGQLDGQGDAAGAVSVVSTAAFAGGQQAVTQVGVDGAAQRPGPAAASVPTGPAAPFPLAVIQNPFSNGGSPAAEAVSGEARFAYFPASSVGDTTAVSVQTTDQSLQAGGQFYVMMTPQDVLQTGTQRTIAPRTHPYSPKIDGTRTPRDERRRAQHNEVERRRRDKINNWIVQLSKIIPDCHADNSKTGASKGGILSKACDYIRELRQTNQRMQET.... The miRNA is hsa-miR-7855-5p with sequence UUGGUGAGGACCCCAAGCUCGG. (4) The miRNA is hsa-miR-4722-5p with sequence GGCAGGAGGGCUGUGCCAGGUUG. The protein sequence of the target gene is MERRLGVRAWVKENRGSFQPPVCNKLMHQEQLKVMFIGGPNTRKDYHIEEGEEVFYQLEGDMVLRVLEQGKHRDVVIRQGEIFLLPARVPHSPQRFANTVGLVVERRRLETELDGLRYYVGDTMDVLFEKWFYCKDLGTQLAPIIQEFFSSEQYRTGKPIPDQLLKEPPFPLSTRSIMEPMSLDAWLDSHHRELQAGTPLSLFGDTYETQVIAYGQGSSEGLRQNVDVWLWQLEGSSVVTMGGRRLSLAPDDSLLVLAGTSYAWERTQGSVALSVTQDPACKKPLG. Result: 1 (interaction). (5) The miRNA is mmu-miR-33-3p with sequence CAAUGUUUCCACAGUGCAUCAC. The protein sequence of the target gene is MEYDAYNDSGIYDDEYSDGFGYFVDLEEASPWEAKVAPVFLVVIYSLVCFLGLLGNGLVIVIATFKMKKTVNTVWFVNLAVADFLFNIFLPMHITYAAMDYHWVFGKAMCKISNFLLSHNMYTSVFLLTVISFDRCISVLLPVWSQNHRSIRLAYMTCSAVWVLAFFLSSPSLVFRDTANIHGKITCFNNFSLAAPESSPHPAHSQVVSTGYSRHVAVTVTRFLCGFLIPVFIITACYLTIVFKLQRNRLAKNKKPFKIIITIIITFFLCWCPYHTLYLLELHHTAVPSSVFSLGLPLAT.... Result: 0 (no interaction). (6) The miRNA is hsa-miR-620 with sequence AUGGAGAUAGAUAUAGAAAU. The protein sequence of the target gene is MESVEKTTNRSEQKCRKFLKSLIRKQPQDLLLVIGTGVSAAVAPGIRALCSWRSCIEAVIEAAEQLEVLHPGDVAEFRRKVMKDRDLLVVAHDLIRKMSPRTGDTKPNFFQDCLMEVFDSLEQHIQNPVVLRSILSLMDRGTMVLTTNYDNLLEIFGQQQSKPMESLDLKDKTKVLQWARGHIKYGVLHIHGLYTDPCGMVLDPSGYKDVTQDPEVMEVLQNLYRTKSFLFVGCGETLRDQIFQALFLYSVPNKVDLEHYMVVLKENEDHFFKHQADMLLHGIKVVSYGDCFDLFPGYVQ.... Result: 0 (no interaction).